This data is from Full USPTO retrosynthesis dataset with 1.9M reactions from patents (1976-2016). The task is: Predict the reactants needed to synthesize the given product. (1) Given the product [CH2:2]([C:9]1[N:14]([CH3:15])[C:13](=[O:16])[C:12]([C:17]2[CH:22]=[CH:21][C:20]([OH:23])=[C:19]([F:25])[CH:18]=2)=[CH:11][N:10]=1)[C:3]1[CH:8]=[CH:7][CH:6]=[CH:5][CH:4]=1, predict the reactants needed to synthesize it. The reactants are: Br.[CH2:2]([C:9]1[N:14]([CH3:15])[C:13](=[O:16])[C:12]([C:17]2[CH:22]=[CH:21][C:20]([O:23]C)=[C:19]([F:25])[CH:18]=2)=[CH:11][N:10]=1)[C:3]1[CH:8]=[CH:7][CH:6]=[CH:5][CH:4]=1. (2) Given the product [CH3:9][C:10]([C:2]1[CH:7]=[C:6]([CH3:8])[CH:5]=[CH:4][N:3]=1)([CH3:13])[C:11]#[N:12], predict the reactants needed to synthesize it. The reactants are: F[C:2]1[CH:7]=[C:6]([CH3:8])[CH:5]=[CH:4][N:3]=1.[CH3:9][CH:10]([CH3:13])[C:11]#[N:12].C[Si](C)(C)[N-][Si](C)(C)C.[K+]. (3) Given the product [C:1]([O:6][CH:7]1[CH:11]2[O:12][C:13](=[O:19])[CH:14]3[CH:15]([C:16]([Cl:23])=[O:17])[CH:8]1[CH2:9][CH:10]23)(=[O:5])[C:2]([CH3:4])=[CH2:3], predict the reactants needed to synthesize it. The reactants are: [C:1]([O:6][CH:7]1[CH:11]2[O:12][C:13](=[O:19])[CH:14]3[CH:15]([C:16](O)=[O:17])[CH:8]1[CH2:9][CH:10]23)(=[O:5])[C:2]([CH3:4])=[CH2:3].C(Cl)(=O)C([Cl:23])=O. (4) Given the product [N:20]1([C:25]2[CH:26]=[C:27]([C:15]3[CH:16]=[CH:17][C:12]([O:11][CH2:10][C:6]4[CH:5]=[C:4]([CH:9]=[CH:8][CH:7]=4)[C:3]([OH:2])=[O:19])=[CH:13][CH:14]=3)[CH:28]=[CH:29][CH:30]=2)[CH:24]=[CH:23][CH:22]=[N:21]1, predict the reactants needed to synthesize it. The reactants are: C[O:2][C:3](=[O:19])[C:4]1[CH:9]=[CH:8][CH:7]=[C:6]([CH2:10][O:11][C:12]2[CH:17]=[CH:16][C:15](I)=[CH:14][CH:13]=2)[CH:5]=1.[N:20]1([C:25]2[CH:26]=[C:27](B(O)O)[CH:28]=[CH:29][CH:30]=2)[CH:24]=[CH:23][CH:22]=[N:21]1. (5) Given the product [O:20]1[C:24]2[CH:25]=[CH:26][CH:27]=[CH:28][C:23]=2[C:22]([NH:29][C:30]([N:32]2[CH2:37][CH2:36][N:35]([C:2]3[S:6][N:5]=[C:4]([N:7]4[CH2:12][CH2:11][CH2:10][CH2:9][CH2:8]4)[N:3]=3)[CH2:34][CH2:33]2)=[O:31])=[N:21]1, predict the reactants needed to synthesize it. The reactants are: Cl[C:2]1[S:6][N:5]=[C:4]([N:7]2[CH2:12][CH2:11][CH2:10][CH2:9][CH2:8]2)[N:3]=1.FC(F)(F)C(O)=O.[O:20]1[C:24]2[CH:25]=[CH:26][CH:27]=[CH:28][C:23]=2[C:22]([NH:29][C:30]([N:32]2[CH2:37][CH2:36][NH:35][CH2:34][CH2:33]2)=[O:31])=[N:21]1.C(N(CC)CC)C.O.